This data is from Full USPTO retrosynthesis dataset with 1.9M reactions from patents (1976-2016). The task is: Predict the reactants needed to synthesize the given product. (1) The reactants are: [C:1]1([C:7]2[O:11][CH:10]=[N:9][C:8]=2[C:12]([OH:14])=O)[CH:6]=[CH:5][CH:4]=[CH:3][CH:2]=1.[NH:15]1[CH2:25][CH2:24][CH:18]([C:19]([O:21][CH2:22][CH3:23])=[O:20])[CH2:17][CH2:16]1.F[B-](F)(F)F.N1(OC(N(C)C)=[N+](C)C)C2C=CC=CC=2N=N1.C(N(C(C)C)CC)(C)C. Given the product [C:1]1([C:7]2[O:11][CH:10]=[N:9][C:8]=2[C:12]([N:15]2[CH2:25][CH2:24][CH:18]([C:19]([O:21][CH2:22][CH3:23])=[O:20])[CH2:17][CH2:16]2)=[O:14])[CH:2]=[CH:3][CH:4]=[CH:5][CH:6]=1, predict the reactants needed to synthesize it. (2) Given the product [C:31]([C:33]1[CH:34]=[C:35]([CH:39]=[CH:40][CH:41]=1)[C:36]([NH:1][CH2:2][C:3]1[CH:4]=[C:5]([C:10]2[CH:15]=[CH:14][CH:13]=[C:12]([CH2:16][N:17]3[CH2:22][CH2:21][NH:20][C@@H:19]([CH3:30])[CH2:18]3)[CH:11]=2)[CH:6]=[CH:7][C:8]=1[F:9])=[O:37])#[N:32], predict the reactants needed to synthesize it. The reactants are: [NH2:1][CH2:2][C:3]1[CH:4]=[C:5]([C:10]2[CH:15]=[CH:14][CH:13]=[C:12]([CH2:16][N:17]3[CH2:22][CH2:21][N:20](C(OC(C)(C)C)=O)[C@@H:19]([CH3:30])[CH2:18]3)[CH:11]=2)[CH:6]=[CH:7][C:8]=1[F:9].[C:31]([C:33]1[CH:34]=[C:35]([CH:39]=[CH:40][CH:41]=1)[C:36](O)=[O:37])#[N:32].CN(C(ON1N=NC2C=CC=NC1=2)=[N+](C)C)C.F[P-](F)(F)(F)(F)F.C(N(C(C)C)CC)(C)C.[OH-].[Na+]. (3) Given the product [CH2:1]([N:19]1[CH:18]=[C:17]([I:16])[C:26]2[C:21](=[CH:22][CH:23]=[N:24][CH:25]=2)[C:20]1=[O:27])[C:2]1[CH:7]=[CH:6][CH:5]=[CH:4][CH:3]=1, predict the reactants needed to synthesize it. The reactants are: [CH2:1](Br)[C:2]1[CH:7]=[CH:6][CH:5]=[CH:4][CH:3]=1.FC(F)(F)C(O)=O.[I:16][C:17]1[C:26]2[C:21](=[CH:22][CH:23]=[N:24][CH:25]=2)[C:20](=[O:27])[NH:19][CH:18]=1.C([O-])([O-])=O.[Cs+].[Cs+]. (4) Given the product [CH3:35][O:34][C:32]([C:31]1[N:20]=[CH:19][C:6]2[C:5]([C:4]=1[OH:3])=[CH:10][CH:9]=[CH:8][C:7]=2[O:11][C:12]1[CH:17]=[CH:16][C:15]([F:18])=[CH:14][CH:13]=1)=[O:33], predict the reactants needed to synthesize it. The reactants are: C([O:3][C:4](=O)[C:5]1[CH:10]=[CH:9][CH:8]=[C:7]([O:11][C:12]2[CH:17]=[CH:16][C:15]([F:18])=[CH:14][CH:13]=2)[C:6]=1[CH2:19][N:20]([CH2:31][C:32]([O:34][CH3:35])=[O:33])S(C1C=CC(C)=CC=1)(=O)=O)C.C[O-].[Na+]. (5) Given the product [CH3:20][O:19][C:12]1[CH:13]=[CH:14][CH:15]=[C:16]([O:17][CH3:18])[C:11]=1[CH:2]1[N:1]([CH2:29][C:28]2[CH:31]=[CH:32][CH:33]=[C:26]([C:24]3[N:23]=[CH:22][S:21][CH:25]=3)[CH:27]=2)[C:7](=[O:9])[CH2:6][CH2:5][CH2:4][CH2:3]1, predict the reactants needed to synthesize it. The reactants are: [NH2:1][CH:2]([C:11]1[C:16]([O:17][CH3:18])=[CH:15][CH:14]=[CH:13][C:12]=1[O:19][CH3:20])[CH2:3][CH2:4][CH2:5][CH2:6][C:7]([O:9]C)=O.[S:21]1[CH:25]=[C:24]([C:26]2[CH:27]=[C:28]([CH:31]=[CH:32][CH:33]=2)[CH:29]=O)[N:23]=[CH:22]1.